From a dataset of Full USPTO retrosynthesis dataset with 1.9M reactions from patents (1976-2016). Predict the reactants needed to synthesize the given product. (1) Given the product [Br:5][C:6]1[CH:7]=[C:8]2[C:9]([C:21]([C:20]3[CH:24]=[CH:25][C:17]([O:16][CH3:15])=[CH:18][CH:19]=3)=[O:22])=[CH:10][NH:11][C:12]2=[N:13][CH:14]=1, predict the reactants needed to synthesize it. The reactants are: [Cl-].[Cl-].[Cl-].[Al+3].[Br:5][C:6]1[CH:7]=[C:8]2[C:12](=[N:13][CH:14]=1)[NH:11][CH:10]=[CH:9]2.[CH3:15][O:16][C:17]1[CH:25]=[CH:24][C:20]([C:21](Cl)=[O:22])=[CH:19][CH:18]=1.O. (2) Given the product [Cl:11][C:12]1[CH:13]=[CH:14][C:15]([O:21][CH3:22])=[C:16]([CH:20]=1)[C:17](/[N:10]=[C:2]1\[S:3][C:4]2[CH2:9][O:8][CH2:7][CH2:6][C:5]=2[NH:1]\1)=[O:18], predict the reactants needed to synthesize it. The reactants are: [N:1]1[C:5]2[CH2:6][CH2:7][O:8][CH2:9][C:4]=2[S:3][C:2]=1[NH2:10].[Cl:11][C:12]1[CH:13]=[CH:14][C:15]([O:21][CH3:22])=[C:16]([CH:20]=1)[C:17](O)=[O:18].ON1C2C=CC=CC=2N=N1.CCN=C=NCCCN(C)C.Cl.C(N(CC)CC)C. (3) Given the product [CH2:1]([NH:5][C:6]([C:8]1[C:16]2[C:11](=[CH:12][C:13]([OH:17])=[CH:14][CH:15]=2)[N:10]([CH3:19])[C:9]=1[CH3:20])=[O:7])[CH:2]([CH3:4])[CH3:3], predict the reactants needed to synthesize it. The reactants are: [CH2:1]([NH:5][C:6]([C:8]1[C:16]2[C:11](=[CH:12][C:13]([O:17]C)=[CH:14][CH:15]=2)[N:10]([CH3:19])[C:9]=1[CH3:20])=[O:7])[CH:2]([CH3:4])[CH3:3].B(Br)(Br)Br. (4) Given the product [Cl:14][C:15]1[CH:20]=[C:19]([Cl:21])[N:18]=[CH:17][C:16]=1[NH:22][C:7](=[O:8])[C:6]1[CH:10]=[C:11]([CH3:12])[C:3]([O:2][CH3:1])=[C:4]([CH3:13])[CH:5]=1, predict the reactants needed to synthesize it. The reactants are: [CH3:1][O:2][C:3]1[C:11]([CH3:12])=[CH:10][C:6]([C:7](Cl)=[O:8])=[CH:5][C:4]=1[CH3:13].[Cl:14][C:15]1[CH:20]=[C:19]([Cl:21])[N:18]=[CH:17][C:16]=1[NH2:22].N1C=CC=CC=1. (5) Given the product [C:1]([C:5]1[CH:10]=[CH:9][C:8]([N:11]2[C:15](=[O:16])[C:14]([CH3:18])([CH3:17])[N:13]([CH2:19][C:20]3[CH:25]=[CH:24][N:23]=[C:22]([NH:28][C:27]([N:31]4[CH2:35][CH2:34][CH2:33][CH2:32]4)=[O:26])[CH:21]=3)[C:12]2=[O:30])=[CH:7][CH:6]=1)([CH3:4])([CH3:3])[CH3:2], predict the reactants needed to synthesize it. The reactants are: [C:1]([C:5]1[CH:10]=[CH:9][C:8]([N:11]2[C:15](=[O:16])[C:14]([CH3:18])([CH3:17])[N:13]([CH2:19][C:20]3[CH:25]=[CH:24][N:23]4[O:26][C:27](=S)[N:28]=[C:22]4[CH:21]=3)[C:12]2=[O:30])=[CH:7][CH:6]=1)([CH3:4])([CH3:3])[CH3:2].[NH:31]1[CH2:35][CH2:34][CH2:33][CH2:32]1. (6) Given the product [Br:11][C:8]1[CH:9]=[CH:10][C:5]([SH:4])=[CH:6][C:7]=1[CH3:12], predict the reactants needed to synthesize it. The reactants are: CN(C)C(=O)[S:4][C:5]1[CH:10]=[CH:9][C:8]([Br:11])=[C:7]([CH3:12])[CH:6]=1.[OH-].[K+].